Dataset: Forward reaction prediction with 1.9M reactions from USPTO patents (1976-2016). Task: Predict the product of the given reaction. (1) The product is: [CH3:1][C@@H:2]1[CH2:3][CH2:4][C@H:5]([O:8][C:9]2[C:18]([C:19]([F:20])([F:21])[F:22])=[C:17]3[C:12]([CH:13]=[CH:14][C:15]([CH2:23][O:24][S:35]([CH3:34])(=[O:37])=[O:36])=[CH:16]3)=[CH:11][CH:10]=2)[CH2:6][CH2:7]1. Given the reactants [CH3:1][CH:2]1[CH2:7][CH2:6][CH:5]([O:8][C:9]2[C:18]([C:19]([F:22])([F:21])[F:20])=[C:17]3[C:12]([CH:13]=[CH:14][C:15]([CH2:23][OH:24])=[CH:16]3)=[CH:11][CH:10]=2)[CH2:4][CH2:3]1.C(N(CC)C(C)C)(C)C.[CH3:34][S:35](Cl)(=[O:37])=[O:36], predict the reaction product. (2) The product is: [CH3:9][C:2]([N+:10]([O-:12])=[O:11])([CH3:1])[CH2:3][CH2:4][C:5]([OH:7])=[O:6]. Given the reactants [CH3:1][C:2]([N+:10]([O-:12])=[O:11])([CH3:9])[CH2:3][CH2:4][C:5]([O:7]C)=[O:6].[OH-].[Na+], predict the reaction product. (3) Given the reactants [CH3:1][O:2][C:3](=[O:12])[C:4]1[CH:9]=[C:8]([I:10])[CH:7]=[N:6][C:5]=1O.O=P(Cl)(Cl)[Cl:15], predict the reaction product. The product is: [CH3:1][O:2][C:3](=[O:12])[C:4]1[CH:9]=[C:8]([I:10])[CH:7]=[N:6][C:5]=1[Cl:15]. (4) Given the reactants [CH3:1][N:2]([CH3:19])[CH2:3][C:4]([N:6]1[C:15]2[C:10](=[CH:11][CH:12]=[C:13]([N+:16]([O-:18])=[O:17])[CH:14]=2)[CH2:9][CH2:8][CH2:7]1)=O.Cl.O, predict the reaction product. The product is: [CH3:1][N:2]([CH3:19])[CH2:3][CH2:4][N:6]1[C:15]2[C:10](=[CH:11][CH:12]=[C:13]([N+:16]([O-:18])=[O:17])[CH:14]=2)[CH2:9][CH2:8][CH2:7]1. (5) Given the reactants Cl.C(N=C=NCCCN(C)C)C.[O:13]=[C:14]1[N:19]([C:20]2[CH:25]=[CH:24][C:23]([O:26][CH2:27][C:28]([F:31])([F:30])[F:29])=[CH:22][CH:21]=2)[C:18]([S:32][CH2:33][CH2:34][CH2:35][C:36]([OH:38])=O)=[N:17][C:16]2[CH:39]=[CH:40][NH:41][C:15]1=2.[NH:42]1[CH2:47][CH2:46][S:45][CH2:44][CH2:43]1.ON1C2C=CC=CC=2N=N1, predict the reaction product. The product is: [O:38]=[C:36]([N:42]1[CH2:47][CH2:46][S:45][CH2:44][CH2:43]1)[CH2:35][CH2:34][CH2:33][S:32][C:18]1[N:19]([C:20]2[CH:25]=[CH:24][C:23]([O:26][CH2:27][C:28]([F:31])([F:30])[F:29])=[CH:22][CH:21]=2)[C:14](=[O:13])[C:15]2[NH:41][CH:40]=[CH:39][C:16]=2[N:17]=1. (6) Given the reactants [CH2:1]([OH:13])[CH2:2][O:3][CH2:4][CH2:5][O:6][CH2:7][CH2:8][O:9][CH2:10][CH2:11][OH:12].C(N(CC)CC)C.[CH3:21][C:22]1[CH:27]=[CH:26][C:25]([S:28](Cl)(=[O:30])=[O:29])=[CH:24][CH:23]=1, predict the reaction product. The product is: [CH3:21][C:22]1[CH:27]=[CH:26][C:25]([S:28]([O:12][CH2:11][CH2:10][O:9][CH2:8][CH2:7][O:6][CH2:5][CH2:4][O:3][CH2:2][CH2:1][OH:13])(=[O:30])=[O:29])=[CH:24][CH:23]=1. (7) Given the reactants CS[C:3]1[CH:8]=[CH:7][C:6]([C:9]2[CH2:14][O:13][C:11](=[O:12])[C:10]=2[C:15]2[CH:20]=[CH:19][CH:18]=[CH:17][CH:16]=2)=[CH:5][CH:4]=1.O[O:22][S:23]([O-:25])=O.[K+].S([O-])(O[O-])(=O)=O.[K+].[K+].[CH3:35]C(C)=O, predict the reaction product. The product is: [CH3:35][S:23]([C:3]1[CH:4]=[CH:5][C:6]([C:9]2[CH2:14][O:13][C:11](=[O:12])[C:10]=2[C:15]2[CH:20]=[CH:19][CH:18]=[CH:17][CH:16]=2)=[CH:7][CH:8]=1)(=[O:25])=[O:22].